From a dataset of Blood-brain barrier penetration binary classification data from Martins et al.. Regression/Classification. Given a drug SMILES string, predict its absorption, distribution, metabolism, or excretion properties. Task type varies by dataset: regression for continuous measurements (e.g., permeability, clearance, half-life) or binary classification for categorical outcomes (e.g., BBB penetration, CYP inhibition). Dataset: bbb_martins. (1) The compound is Cc1onc(-c2c(Cl)cccc2Cl)c1C(=O)N[C@@H]1C(=O)N2[C@@H](C(=O)O)C(C)(C)S[C@H]12. The result is 0 (does not penetrate BBB). (2) The drug is Cn1nnnc1SCC1=C(C(=O)[O-])N2C(=O)[C@@H](NC(=O)CSC(F)(F)F)[C@H]2SC1.[Na+]. The result is 0 (does not penetrate BBB). (3) The molecule is COCCN1CC[C@]23c4c5ccc(O)c4O[C@H]2C(=O)CC[C@@]3(O)[C@H]1C5. The result is 1 (penetrates BBB).